From a dataset of Catalyst prediction with 721,799 reactions and 888 catalyst types from USPTO. Predict which catalyst facilitates the given reaction. (1) Reactant: [N+:1]([C:4]1[CH:9]=[CH:8][C:7]([S:10]([C:12]2[CH:13]=[C:14]([NH:18][S:19]([C:22]3[CH:27]=[CH:26][CH:25]=[CH:24][CH:23]=3)(=[O:21])=[O:20])[CH:15]=[CH:16][CH:17]=2)=[O:11])=[CH:6][C:5]=1[CH2:28][NH:29][CH2:30][CH2:31][CH3:32])([O-])=O.O=[Si]=O. Product: [NH2:1][C:4]1[CH:9]=[CH:8][C:7]([S:10]([C:12]2[CH:13]=[C:14]([NH:18][S:19]([C:22]3[CH:27]=[CH:26][CH:25]=[CH:24][CH:23]=3)(=[O:21])=[O:20])[CH:15]=[CH:16][CH:17]=2)=[O:11])=[CH:6][C:5]=1[CH2:28][NH:29][CH2:30][CH2:31][CH3:32]. The catalyst class is: 19. (2) Reactant: [CH3:1][O:2][C:3]1[CH:4]=[C:5]2[C:10](=[CH:11][CH:12]=1)[CH:9]([CH2:13][C:14]1[CH:19]=[CH:18][C:17]([O:20][CH2:21][C:22]3[CH:27]=[CH:26][CH:25]=[CH:24][CH:23]=3)=[CH:16][CH:15]=1)[NH:8][CH2:7][CH2:6]2.F[C:29]1[CH:34]=[CH:33][C:32]([N+:35]([O-:37])=[O:36])=[CH:31][CH:30]=1.C([O-])([O-])=O.[K+].[K+].O. Product: [CH3:1][O:2][C:3]1[CH:4]=[C:5]2[C:10](=[CH:11][CH:12]=1)[CH:9]([CH2:13][C:14]1[CH:19]=[CH:18][C:17]([O:20][CH2:21][C:22]3[CH:27]=[CH:26][CH:25]=[CH:24][CH:23]=3)=[CH:16][CH:15]=1)[N:8]([C:29]1[CH:34]=[CH:33][C:32]([N+:35]([O-:37])=[O:36])=[CH:31][CH:30]=1)[CH2:7][CH2:6]2. The catalyst class is: 16. (3) Reactant: [Br:1][C:2]1[CH:7]=[CH:6][C:5]([F:8])=[CH:4][C:3]=1[CH2:9][OH:10].CCN(C(C)C)C(C)C.CN(C1C=CC=CN=1)C.[C:29](Cl)(=[O:34])[C:30]([CH3:33])([CH3:32])[CH3:31]. Product: [Br:1][C:2]1[CH:7]=[CH:6][C:5]([F:8])=[CH:4][C:3]=1[CH2:9][O:10][C:29](=[O:34])[C:30]([CH3:33])([CH3:32])[CH3:31]. The catalyst class is: 2. (4) Reactant: Cl.FC1C=C(C=CC=1)CN1C=C(C2C3C(=NC=C(C4C=CC(C5CCNCC5)=CC=4)C=3)N(S(C3C=CC(C)=CC=3)(=O)=O)C=2)C=N1.[CH3:46][N:47]1[CH2:52][CH2:51][N:50]([C:53]2[CH:58]=[CH:57][C:56]([C:59]3[CH:60]=[C:61]4[C:67]([C:68]5[CH:69]=[N:70][N:71]([CH2:73][CH2:74][C:75]6[CH:80]=[CH:79][CH:78]=[CH:77][CH:76]=6)[CH:72]=5)=[CH:66][N:65](S(C5C=CC(C)=CC=5)(=O)=O)[C:62]4=[N:63][CH:64]=3)=[CH:55][CH:54]=2)[CH2:49][CH2:48]1.[OH-].[Li+]. Product: [CH3:46][N:47]1[CH2:48][CH2:49][N:50]([C:53]2[CH:54]=[CH:55][C:56]([C:59]3[CH:60]=[C:61]4[C:67]([C:68]5[CH:69]=[N:70][N:71]([CH2:73][CH2:74][C:75]6[CH:80]=[CH:79][CH:78]=[CH:77][CH:76]=6)[CH:72]=5)=[CH:66][NH:65][C:62]4=[N:63][CH:64]=3)=[CH:57][CH:58]=2)[CH2:51][CH2:52]1. The catalyst class is: 87. (5) The catalyst class is: 13. Reactant: [C:1]([C:4]1[CH:5]=[C:6]([NH:10][CH:11]([C:23]2[CH:28]=[CH:27][CH:26]=[CH:25][CH:24]=2)[C:12]([O:14][C@@H:15]2[CH:20]3[CH2:21][CH2:22][N:17]([CH2:18][CH2:19]3)[CH2:16]2)=[O:13])[CH:7]=[CH:8][CH:9]=1)(=[O:3])[CH3:2].Br[CH2:30][C:31]([C:33]1[CH:38]=[CH:37][CH:36]=[CH:35][CH:34]=1)=[O:32]. Product: [CH:12]([O-:14])=[O:13].[C:1]([C:4]1[CH:5]=[C:6]([NH:10][CH:11]([C:23]2[CH:28]=[CH:27][CH:26]=[CH:25][CH:24]=2)[C:12]([O:14][C@@H:15]2[CH:20]3[CH2:19][CH2:18][N+:17]([CH2:30][C:31](=[O:32])[C:33]4[CH:38]=[CH:37][CH:36]=[CH:35][CH:34]=4)([CH2:22][CH2:21]3)[CH2:16]2)=[O:13])[CH:7]=[CH:8][CH:9]=1)(=[O:3])[CH3:2]. (6) Reactant: [F:1][C:2]1[CH:7]=[CH:6][C:5]([S:8]([NH:11][C:12]2[C:13]([O:33][CH3:34])=[N:14][CH:15]=[C:16]([C:18]3[CH:19]=[CH:20][C:21]4[N:22]([C:24]([C:27]#[C:28][Si](C)(C)C)=[CH:25][N:26]=4)[N:23]=3)[CH:17]=2)(=[O:10])=[O:9])=[CH:4][CH:3]=1.CCCC[N+](CCCC)(CCCC)CCCC.[F-]. Product: [C:27]([C:24]1[N:22]2[N:23]=[C:18]([C:16]3[CH:17]=[C:12]([NH:11][S:8]([C:5]4[CH:4]=[CH:3][C:2]([F:1])=[CH:7][CH:6]=4)(=[O:10])=[O:9])[C:13]([O:33][CH3:34])=[N:14][CH:15]=3)[CH:19]=[CH:20][C:21]2=[N:26][CH:25]=1)#[CH:28]. The catalyst class is: 1. (7) Reactant: [OH:1][C:2]1[C:11]2[C:6](=[CH:7][CH:8]=[CH:9][CH:10]=2)[C:5]([CH:12]=[O:13])=[C:4]([CH3:14])[C:3]=1[CH3:15].[H-].[Na+].[F:18][C:19]1[CH:26]=[CH:25][C:22]([CH2:23]Br)=[CH:21][CH:20]=1. Product: [F:18][C:19]1[CH:26]=[CH:25][C:22]([CH2:23][O:1][C:2]2[C:11]3[C:6](=[CH:7][CH:8]=[CH:9][CH:10]=3)[C:5]([CH:12]=[O:13])=[C:4]([CH3:14])[C:3]=2[CH3:15])=[CH:21][CH:20]=1. The catalyst class is: 9. (8) Reactant: [CH3:1][S:2](Cl)(=[O:4])=[O:3].[NH2:6][C:7]1[CH:37]=[CH:36][C:10]([CH2:11][N:12]2[C:16](=[O:17])[C:15]3([CH2:22][CH2:21][N:20]([C:23]([O:25][C:26]([CH3:29])([CH3:28])[CH3:27])=[O:24])[CH2:19][CH2:18]3)[N:14]([C:30]3[CH:35]=[CH:34][CH:33]=[CH:32][CH:31]=3)[CH2:13]2)=[CH:9][CH:8]=1.N1C=CC=CC=1. Product: [CH3:1][S:2]([NH:6][C:7]1[CH:8]=[CH:9][C:10]([CH2:11][N:12]2[C:16](=[O:17])[C:15]3([CH2:22][CH2:21][N:20]([C:23]([O:25][C:26]([CH3:29])([CH3:28])[CH3:27])=[O:24])[CH2:19][CH2:18]3)[N:14]([C:30]3[CH:31]=[CH:32][CH:33]=[CH:34][CH:35]=3)[CH2:13]2)=[CH:36][CH:37]=1)(=[O:4])=[O:3]. The catalyst class is: 4. (9) Reactant: [F:1][C:2]1[CH:7]=[CH:6][C:5]([C:8]2[O:35][C:11]3=[N:12][CH:13]=[C:14]([C:16]4[CH:21]=[C:20]([C:22](=[O:33])[NH:23]C5(C6C=CC=CN=6)CC5)[CH:19]=[CH:18][C:17]=4[CH3:34])[CH:15]=[C:10]3[C:9]=2[C:36](NC)=[O:37])=[CH:4][CH:3]=1.CC[N:42]([CH:46]([CH3:48])[CH3:47])[CH:43]([CH3:45])C.CN([C:52]([O:56]N1N=NC2C=CC=NC1=2)=[N+](C)C)C.F[P-](F)(F)(F)(F)F.F[C:74]1C=CC(C2OC3=NC=C(C4C=C(C=CC=4C)C(O)=O)C=C3C=2C(OC)=O)=C[CH:75]=1.Cl.Cl.N1C=CC=C[C:106]=1C1(N)CC1. Product: [F:1][C:2]1[CH:7]=[CH:6][C:5]([C:8]2[O:35][C:11]3=[N:12][CH:13]=[C:14]([C:16]4[CH:21]=[C:20]([C:22](=[O:33])[NH:23][C:48]5([C:46]6[CH:47]=[CH:106][CH:45]=[CH:43][N:42]=6)[CH2:75][CH2:74]5)[CH:19]=[CH:18][C:17]=4[CH3:34])[CH:15]=[C:10]3[C:9]=2[C:36]([O:56][CH3:52])=[O:37])=[CH:4][CH:3]=1. The catalyst class is: 39. (10) Reactant: C1(P(C2CCCCC2)C2C=CC=CC=2C2C=CC=CC=2)CCCCC1.[CH3:26][O:27][C:28]1[CH:29]=[C:30]([NH2:40])[CH:31]=[CH:32][C:33]=1[N:34]1[CH:38]=[C:37]([CH3:39])[N:36]=[CH:35]1.[CH2:41]([C:48]1[CH:53]=[CH:52][N:51]=[C:50](Cl)[N:49]=1)[C:42]1[CH:47]=[CH:46][CH:45]=[CH:44][CH:43]=1.C(=O)([O-])[O-].[K+].[K+]. Product: [CH2:41]([C:48]1[CH:53]=[CH:52][N:51]=[C:50]([NH:40][C:30]2[CH:31]=[CH:32][C:33]([N:34]3[CH:38]=[C:37]([CH3:39])[N:36]=[CH:35]3)=[C:28]([O:27][CH3:26])[CH:29]=2)[N:49]=1)[C:42]1[CH:43]=[CH:44][CH:45]=[CH:46][CH:47]=1. The catalyst class is: 160.